Predict the reaction yield, written as a fraction of the theoretical maximum amount of product (1.0 means a 100% yield; for example, 0.34 means a 34% yield). From a dataset of Reaction yield outcomes from USPTO patents with 853,638 reactions. (1) The reactants are C([O:5][C:6]([CH:8]1[CH:12]([C:13]2[CH:18]=[CH:17][CH:16]=[C:15]([Cl:19])[C:14]=2[F:20])[C:11]([C:23]2[CH:28]=[CH:27][C:26]([Cl:29])=[CH:25][C:24]=2[F:30])([C:21]#[N:22])[CH:10]([CH2:31][C:32]([C:35]([O:37][CH2:38][C:39]2[CH:44]=[CH:43][CH:42]=[CH:41][CH:40]=2)=[O:36])([CH3:34])[CH3:33])[NH:9]1)=[O:7])(C)(C)C.[F:45][C:46]([F:51])([F:50])[C:47]([OH:49])=[O:48]. The catalyst is ClCCl. The product is [F:45][C:46]([F:51])([F:50])[C:47]([OH:49])=[O:48].[CH2:38]([O:37][C:35]([C:32]([CH3:34])([CH3:33])[CH2:31][CH:10]1[NH:9][CH:8]([C:6]([OH:7])=[O:5])[CH:12]([C:13]2[CH:18]=[CH:17][CH:16]=[C:15]([Cl:19])[C:14]=2[F:20])[C:11]1([C:23]1[CH:28]=[CH:27][C:26]([Cl:29])=[CH:25][C:24]=1[F:30])[C:21]#[N:22])=[O:36])[C:39]1[CH:44]=[CH:43][CH:42]=[CH:41][CH:40]=1. The yield is 0.860. (2) The reactants are [F:1][C:2]1[CH:10]=[C:9]2[C:5](/[C:6](=[CH:12]/[C:13]3[N:17]([CH3:18])[N:16]=[CH:15][N:14]=3)/[O:7][C:8]2=O)=[C:4]([N+:19]([O-])=O)[CH:3]=1.O.[NH2:23][NH2:24].C(O)(=O)C. The catalyst is C1COCC1.O. The product is [NH2:19][C:4]1[CH:3]=[C:2]([F:1])[CH:10]=[C:9]2[C:5]=1[C:6]([CH2:12][C:13]1[N:17]([CH3:18])[N:16]=[CH:15][N:14]=1)=[N:23][NH:24][C:8]2=[O:7]. The yield is 0.420. (3) The yield is 0.607. The catalyst is C1(C)C=CC=CC=1. The product is [O:10]=[C:1]1[C:2]2[CH:8]=[CH:7][CH:6]=[CH:5][C:3]=2[S:4][C:12](=[CH:14][C:15]([O:17][CH2:18][CH3:19])=[O:16])[NH:13]1. The reactants are [C:1]([O:10]C)(=O)[C:2]1[C:3](=[CH:5][CH:6]=[CH:7][CH:8]=1)[SH:4].[C:12]([CH2:14][C:15]([O:17][CH2:18][CH3:19])=[O:16])#[N:13].C(N(CC)CC)C. (4) The reactants are [O:1]1[CH:5]=[CH:4][CH:3]=[C:2]1[C:6](Cl)=[O:7].[CH2:9]([N:16]1[C:25]2[C:20](=[CH:21][C:22]([CH3:26])=[CH:23][CH:24]=2)[C:19]([N:27]2[CH2:32][CH2:31][NH:30][CH2:29][CH2:28]2)=[C:18]([C:33]#[N:34])[C:17]1=[O:35])[C:10]1[CH:15]=[CH:14][CH:13]=[CH:12][CH:11]=1. The catalyst is N1C=CC=CC=1. The product is [CH2:9]([N:16]1[C:25]2[C:20](=[CH:21][C:22]([CH3:26])=[CH:23][CH:24]=2)[C:19]([N:27]2[CH2:32][CH2:31][N:30]([C:6]([C:2]3[O:1][CH:5]=[CH:4][CH:3]=3)=[O:7])[CH2:29][CH2:28]2)=[C:18]([C:33]#[N:34])[C:17]1=[O:35])[C:10]1[CH:11]=[CH:12][CH:13]=[CH:14][CH:15]=1. The yield is 0.900. (5) The reactants are C1C=CC2N(O)[N:8]=[N:7]C=2C=1.CCN=C=NCCCN(C)C.[Cl:22][C:23]1[CH:24]=[C:25]([CH:29]=[C:30]([O:32][CH3:33])[N:31]=1)[C:26](O)=[O:27].O.NN.C1CCCCC=1. The catalyst is C(#N)C. The product is [Cl:22][C:23]1[CH:24]=[C:25]([CH:29]=[C:30]([O:32][CH3:33])[N:31]=1)[C:26]([NH:7][NH2:8])=[O:27]. The yield is 0.950.